This data is from Catalyst prediction with 721,799 reactions and 888 catalyst types from USPTO. The task is: Predict which catalyst facilitates the given reaction. (1) Reactant: C(OC(=O)[NH:7][C@H:8]1[CH2:13][CH2:12][C@H:11]([N:14]([CH2:39][CH3:40])[C:15]2[C:30]3[CH2:29][CH:28]=[CH:27][CH2:26][CH2:25][C:24]4[CH:31]=[C:32]([CH3:37])[N:33]=[C:34]([O:35]C)[C:23]=4[CH2:22][NH:21][C:20](=[O:38])[C:19]=3[CH:18]=[CH:17][CH:16]=2)[CH2:10][CH2:9]1)(C)(C)C.[ClH:42]. Product: [ClH:42].[NH2:7][C@H:8]1[CH2:13][CH2:12][C@H:11]([N:14]([CH2:39][CH3:40])[C:15]2[C:30]3[CH2:29][CH:28]=[CH:27][CH2:26][CH2:25][C:24]4[CH:31]=[C:32]([CH3:37])[NH:33][C:34](=[O:35])[C:23]=4[CH2:22][NH:21][C:20](=[O:38])[C:19]=3[CH:18]=[CH:17][CH:16]=2)[CH2:10][CH2:9]1. The catalyst class is: 169. (2) Reactant: [CH3:1][O:2][C:3]([CH:5]([CH:12]1[NH:17][CH2:16][CH2:15][CH2:14][CH2:13]1)[C:6]1[CH:7]=[CH:8][CH:9]=[CH:10][CH:11]=1)=[O:4].Cl.[OH-].[NH4+]. Product: [CH3:1][O:2][C:3]([CH:5]([CH:12]1[NH:17][CH2:16][CH2:15][CH2:14][CH2:13]1)[C:6]1[CH:11]=[CH:10][CH:9]=[CH:8][CH:7]=1)=[O:4]. The catalyst class is: 6. (3) Reactant: [C:1]1([NH:7][CH:8]=[O:9])[CH:6]=[CH:5][CH:4]=[CH:3][CH:2]=1.Br[CH2:11][CH2:12][CH2:13][Cl:14]. Product: [Cl:14][CH2:13][CH2:12][CH2:11][N:7]([C:1]1[CH:6]=[CH:5][CH:4]=[CH:3][CH:2]=1)[CH:8]=[O:9]. The catalyst class is: 21. (4) Product: [C:38]([O:31][C:28]([C@@:17]1([O:18][C:19]2[CH:24]=[C:23]([F:25])[C:22]([F:26])=[C:21]([F:27])[CH:20]=2)[CH2:16][CH2:15][CH2:14][N:13]2[C:9]([C:7]3[CH:6]=[CH:5][C:4]([N:32]4[CH:36]=[C:35]([CH3:37])[N:34]=[CH:33]4)=[C:3]([O:2][CH3:1])[N:8]=3)=[N:10][N:11]=[C:12]12)([CH3:30])[CH3:29])(=[O:47])[C:39]1[C:40](=[CH:42][CH:43]=[C:44]([CH:46]=1)[OH:45])[OH:41]. Reactant: [CH3:1][O:2][C:3]1[N:8]=[C:7]([C:9]2[N:13]3[CH2:14][CH2:15][CH2:16][C@@:17]([C:28]([OH:31])([CH3:30])[CH3:29])([O:18][C:19]4[CH:24]=[C:23]([F:25])[C:22]([F:26])=[C:21]([F:27])[CH:20]=4)[C:12]3=[N:11][N:10]=2)[CH:6]=[CH:5][C:4]=1[N:32]1[CH:36]=[C:35]([CH3:37])[N:34]=[CH:33]1.[C:38](O)(=[O:47])[C:39]1[C:40](=[CH:42][CH:43]=[C:44]([CH:46]=1)[OH:45])[OH:41].CCCCCCC. The catalyst class is: 8. (5) Reactant: [I-].[Na+].[CH2:3]([O:5][C:6](=[O:20])[C:7]1[CH:12]=[C:11]([O:13]C)[N:10]=[C:9]([NH:15][C@H:16]([CH2:18][CH3:19])[CH3:17])[CH:8]=1)[CH3:4].Cl[Si](C)(C)C. Product: [CH2:3]([O:5][C:6](=[O:20])[C:7]1[CH:12]=[C:11]([OH:13])[N:10]=[C:9]([NH:15][C@H:16]([CH2:18][CH3:19])[CH3:17])[CH:8]=1)[CH3:4]. The catalyst class is: 10. (6) Reactant: O.Cl.[CH2:3]=[C:4]1[C:9](=[O:10])[CH:8]2[CH2:11][CH2:12][N:5]1[CH2:6][CH2:7]2.C([O-])([O-])=O.[K+].[K+]. Product: [CH3:3][CH:4]1[C:9](=[O:10])[CH:8]2[CH2:11][CH2:12][N:5]1[CH2:6][CH2:7]2. The catalyst class is: 458. (7) Reactant: [CH3:1][O:2][CH2:3][C:4]([N:7]1[C:15]2[C:10](=[CH:11][CH:12]=[CH:13][CH:14]=2)[C:9]([CH:16]=[O:17])=[C:8]1[CH3:18])([CH3:6])[CH3:5].[Mn]([O-])(=O)(=O)=[O:20].[K+]. Product: [CH3:1][O:2][CH2:3][C:4]([N:7]1[C:15]2[C:10](=[CH:11][CH:12]=[CH:13][CH:14]=2)[C:9]([C:16]([OH:20])=[O:17])=[C:8]1[CH3:18])([CH3:6])[CH3:5]. The catalyst class is: 95.